From a dataset of Forward reaction prediction with 1.9M reactions from USPTO patents (1976-2016). Predict the product of the given reaction. (1) Given the reactants [F:1][C:2]([F:14])([F:13])[O:3][C:4]1[CH:5]=[C:6](B(O)O)[CH:7]=[CH:8][CH:9]=1.Br[C:16]1[CH:21]=[CH:20][C:19]([C:22]2[O:23][C:24]([CH3:34])=[C:25]([CH2:27][CH2:28][N:29]3[CH2:33][CH2:32][CH2:31][CH2:30]3)[N:26]=2)=[CH:18][CH:17]=1, predict the reaction product. The product is: [CH3:34][C:24]1[O:23][C:22]([C:19]2[CH:20]=[CH:21][C:16]([C:6]3[CH:7]=[CH:8][CH:9]=[C:4]([O:3][C:2]([F:14])([F:13])[F:1])[CH:5]=3)=[CH:17][CH:18]=2)=[N:26][C:25]=1[CH2:27][CH2:28][N:29]1[CH2:33][CH2:32][CH2:31][CH2:30]1. (2) Given the reactants [NH2:1][C:2]1[CH:3]=[N:4][CH:5]=[C:6]([CH:10]=1)[C:7]([OH:9])=[O:8].S(Cl)(Cl)=O.[CH2:15](O)[CH3:16], predict the reaction product. The product is: [NH2:1][C:2]1[CH:3]=[N:4][CH:5]=[C:6]([CH:10]=1)[C:7]([O:9][CH2:15][CH3:16])=[O:8]. (3) Given the reactants [N:1]1([C:6]2[N:11]=[C:10]([CH2:12]O)[CH:9]=[CH:8][CH:7]=2)[CH2:5][CH2:4][CH2:3][CH2:2]1.[Br:14]C(Br)(Br)Br.C1(P(C2C=CC=CC=2)C2C=CC=CC=2)C=CC=CC=1, predict the reaction product. The product is: [Br:14][CH2:12][C:10]1[CH:9]=[CH:8][CH:7]=[C:6]([N:1]2[CH2:5][CH2:4][CH2:3][CH2:2]2)[N:11]=1.